Dataset: Full USPTO retrosynthesis dataset with 1.9M reactions from patents (1976-2016). Task: Predict the reactants needed to synthesize the given product. (1) Given the product [Cl:27][C:28]1[CH:35]=[CH:34][C:31]([CH2:32][NH:33][C:2]2[N:11]([CH3:12])[C:10](=[O:13])[C:9]3[C:4](=[CH:5][C:6]([C:14]([O:16][CH3:17])=[O:15])=[CH:7][CH:8]=3)[N:3]=2)=[CH:30][CH:29]=1, predict the reactants needed to synthesize it. The reactants are: Cl[C:2]1[N:11]([CH3:12])[C:10](=[O:13])[C:9]2[C:4](=[CH:5][C:6]([C:14]([O:16][CH3:17])=[O:15])=[CH:7][CH:8]=2)[N:3]=1.C(N(CC)C(C)C)(C)C.[Cl:27][C:28]1[CH:35]=[CH:34][C:31]([CH2:32][NH2:33])=[CH:30][CH:29]=1. (2) Given the product [Cl:1][C:2]1[N:7]=[C:6]([NH:8][CH:9]([C:11]2[CH:12]=[C:13]([CH:18]=[CH:19][CH:20]=2)[C:14]([OH:16])=[O:15])[CH3:10])[CH:5]=[N:4][CH:3]=1, predict the reactants needed to synthesize it. The reactants are: [Cl:1][C:2]1[N:7]=[C:6]([NH:8][CH:9]([C:11]2[CH:12]=[C:13]([CH:18]=[CH:19][CH:20]=2)[C:14]([O:16]C)=[O:15])[CH3:10])[CH:5]=[N:4][CH:3]=1.[OH-].[Na+]. (3) Given the product [Cl:8][C:6]1[CH:5]=[CH:4][N:3]=[C:2]([C:9]2[CH:14]=[CH:13][CH:12]=[CH:11][CH:10]=2)[CH:7]=1, predict the reactants needed to synthesize it. The reactants are: Cl[C:2]1[CH:7]=[C:6]([Cl:8])[CH:5]=[CH:4][N:3]=1.[C:9]1(B(O)O)[CH:14]=[CH:13][CH:12]=[CH:11][CH:10]=1.C(=O)([O-])[O-].[K+].[K+].C(COC)OC. (4) Given the product [OH:20][C:19]1[C:18]2[C:17](=[CH:26][C:25]([N+:27]([O-:29])=[O:28])=[CH:24][CH:23]=2)[CH:16]=[N:5][C:4]=1[C:3]([O:2][CH3:1])=[O:30], predict the reactants needed to synthesize it. The reactants are: [CH3:1][O:2][C:3](=[O:30])[CH2:4][N:5]([CH2:16][C:17]1[CH:26]=[C:25]([N+:27]([O-:29])=[O:28])[CH:24]=[CH:23][C:18]=1[C:19](OC)=[O:20])S(C1C=CC(C)=CC=1)(=O)=O.C[O-].[Na+]. (5) The reactants are: [CH3:1][C:2]1[CH:3]=[C:4]([CH:11](C(OCC2C=CC=CC=2)=O)[C:12]([O:14][CH2:15][CH3:16])=[O:13])[CH:5]=[CH:6][C:7]=1[N+:8]([O-])=O.[H][H]. Given the product [NH2:8][C:7]1[CH:6]=[CH:5][C:4]([CH2:11][C:12]([O:14][CH2:15][CH3:16])=[O:13])=[CH:3][C:2]=1[CH3:1], predict the reactants needed to synthesize it. (6) Given the product [F:55][CH:2]([F:1])[C:3]1[CH:8]=[CH:7][N:6]=[C:5]([NH:9][C:10]2[N:15]=[C:14]([C:16]3[CH:17]=[N:18][C:19]([C@@:22]([C@H:25]4[CH2:30][CH2:29][C@H:28]([C:31]([O:33][CH2:34][O:35][P:36]([OH:38])([OH:46])=[O:37])=[O:32])[CH2:27][CH2:26]4)([OH:24])[CH3:23])=[CH:20][CH:21]=3)[CH:13]=[C:12]([CH3:54])[CH:11]=2)[CH:4]=1, predict the reactants needed to synthesize it. The reactants are: [F:1][CH:2]([F:55])[C:3]1[CH:8]=[CH:7][N:6]=[C:5]([NH:9][C:10]2[N:15]=[C:14]([C:16]3[CH:17]=[N:18][C:19]([C@@:22]([C@H:25]4[CH2:30][CH2:29][C@H:28]([C:31]([O:33][CH2:34][O:35][P:36]([O:46]CC5C=CC=CC=5)([O:38]CC5C=CC=CC=5)=[O:37])=[O:32])[CH2:27][CH2:26]4)([OH:24])[CH3:23])=[CH:20][CH:21]=3)[CH:13]=[C:12]([CH3:54])[CH:11]=2)[CH:4]=1. (7) The reactants are: [Br:1]Br.[CH2:3]([C:10]1[N:15]=[C:14]([OH:16])[CH:13]=[CH:12][CH:11]=1)[C:4]1[CH:9]=[CH:8][CH:7]=[CH:6][CH:5]=1.S(=O)(=O)(O)[O-].[Na+]. Given the product [CH2:3]([C:10]1[N:15]=[C:14]([OH:16])[C:13]([Br:1])=[CH:12][CH:11]=1)[C:4]1[CH:9]=[CH:8][CH:7]=[CH:6][CH:5]=1, predict the reactants needed to synthesize it.